Dataset: Full USPTO retrosynthesis dataset with 1.9M reactions from patents (1976-2016). Task: Predict the reactants needed to synthesize the given product. (1) Given the product [C:1]([O:5][C:6]([N:8]1[CH2:14][CH2:13][C@@H:12]([NH:31][CH2:24][C:25]2[CH:30]=[CH:29][CH:28]=[CH:27][CH:26]=2)[C@H:10]([OH:11])[CH2:9]1)=[O:7])([CH3:4])([CH3:3])[CH3:2].[C:1]([O:5][C:6]([N:8]1[CH2:14][CH2:13][C@@H:12]([OH:11])[C@H:10]([NH:31][CH2:24][C:25]2[CH:30]=[CH:29][CH:28]=[CH:27][CH:26]=2)[CH2:9]1)=[O:7])([CH3:4])([CH3:3])[CH3:2], predict the reactants needed to synthesize it. The reactants are: [C:1]([O:5][C:6]([N:8]1[CH2:14][CH2:13][CH:12]2[CH:10]([O:11]2)[CH2:9]1)=[O:7])([CH3:4])([CH3:3])[CH3:2].C(N(C(C)C)CC)(C)C.[CH2:24]([NH2:31])[C:25]1[CH:30]=[CH:29][CH:28]=[CH:27][CH:26]=1.FC(F)(F)S([O-])(=O)=O.[Yb+3].FC(F)(F)S([O-])(=O)=O.FC(F)(F)S([O-])(=O)=O. (2) Given the product [C:1]([C:5]1[CH:6]=[CH:7][C:8]([N:11]2[CH2:16][CH2:15][C:14]([O:17][CH3:21])=[C:13]([C:18]#[N:19])[C:12]2=[O:20])=[CH:9][CH:10]=1)([CH3:4])([CH3:2])[CH3:3], predict the reactants needed to synthesize it. The reactants are: [C:1]([C:5]1[CH:10]=[CH:9][C:8]([N:11]2[CH2:16][CH2:15][C:14]([OH:17])=[C:13]([C:18]#[N:19])[C:12]2=[O:20])=[CH:7][CH:6]=1)([CH3:4])([CH3:3])[CH3:2].[CH3:21][Si](C=[N+]=[N-])(C)C.CCOCC.CO. (3) Given the product [CH3:1][C:2]1([CH3:33])[O:7][CH2:6][C:5]([C:9]2[CH:18]=[CH:17][C:16]3[C:11](=[CH:12][CH:13]=[C:14]([O:19][C:20]4[CH:25]=[CH:24][C:23]([O:26][CH2:27][CH2:28][CH2:29][CH2:30][CH3:31])=[CH:22][CH:21]=4)[CH:15]=3)[CH:10]=2)([NH2:8])[CH2:4][O:3]1, predict the reactants needed to synthesize it. The reactants are: [CH3:1][C:2]1([CH3:33])[O:7][CH2:6][C:5]([C:9]2[CH:18]=[CH:17][C:16]3[C:11](=[CH:12][CH:13]=[C:14]([O:19][C:20]4[CH:25]=[CH:24][C:23]([O:26][C:27]5C=[CH:31][CH:30]=[CH:29][CH:28]=5)=[CH:22][CH:21]=4)[CH:15]=3)[CH:10]=2)([NH2:8])[CH2:4][O:3]1.CC1(C)OCC([N+]([O-])=O)(C2C=CC3C(=CC=C(OC4C=CC(OCCCCC)=CC=4)C=3)C=2)CO1. (4) The reactants are: C(S([N:7]=[CH:8][CH2:9][CH2:10][C:11]([O:13]C)=O)=O)(C)(C)C.[CH2:15]([O:17][C:18]1[CH:23]=[CH:22][CH:21]=[CH:20][C:19]=1I)[CH3:16].NC(C1C(OC)=CC=CC=1OC)CCC(OC)=O.COC1C=CC=C(OC)C=1C1NC(=O)CC1. Given the product [CH2:15]([O:17][C:18]1[CH:23]=[CH:22][CH:21]=[CH:20][C:19]=1[CH:8]1[NH:7][C:11](=[O:13])[CH2:10][CH2:9]1)[CH3:16], predict the reactants needed to synthesize it. (5) Given the product [Cl:1][C:2]1[CH:21]=[C:20]([O:22][CH2:23][CH2:24][CH2:25][CH2:26][CH3:27])[CH:19]=[CH:18][C:3]=1[CH2:4][N:5]1[C:9]2[CH:10]=[C:11]([C:14]([O:16][CH:31]([C:32]([O:34][CH2:35][CH3:36])=[O:33])[C:37](=[O:39])[CH3:38])=[O:15])[CH:12]=[CH:13][C:8]=2[N:7]=[C:6]1[CH3:17], predict the reactants needed to synthesize it. The reactants are: [Cl:1][C:2]1[CH:21]=[C:20]([O:22][CH2:23][CH2:24][CH2:25][CH2:26][CH3:27])[CH:19]=[CH:18][C:3]=1[CH2:4][N:5]1[C:9]2[CH:10]=[C:11]([C:14]([OH:16])=[O:15])[CH:12]=[CH:13][C:8]=2[N:7]=[C:6]1[CH3:17].[H-].[Na+].Cl[CH:31]([C:37](=[O:39])[CH3:38])[C:32]([O:34][CH2:35][CH3:36])=[O:33].O. (6) Given the product [CH:20]([C@H:21]1[CH2:25][CH2:24][C:23](=[O:26])[N:22]1[CH2:27][C:28]1[CH:33]=[CH:32][C:31]([CH2:34][C:35]([O:37][CH3:38])=[O:36])=[CH:30][CH:29]=1)=[O:19], predict the reactants needed to synthesize it. The reactants are: C([C@H]1CCC(=O)N1CCCCCCC(OC)=O)=O.[OH:19][CH2:20][C@H:21]1[CH2:25][CH2:24][C:23](=[O:26])[N:22]1[CH2:27][C:28]1[CH:33]=[CH:32][C:31]([CH2:34][C:35]([O:37][CH3:38])=[O:36])=[CH:30][CH:29]=1. (7) Given the product [C:1]([O:5][C:6]([N:8]([C@@H:9]1[CH2:10][CH2:11][C@@H:12]([C:15]2[CH:20]=[CH:19][CH:18]=[C:17]([F:21])[C:16]=2[F:22])[CH2:13][N:14]([CH2:34][C:35]([OH:37])([CH3:38])[CH3:36])[C:23]1=[O:24])[C:26]([O:28][C:29]([CH3:30])([CH3:31])[CH3:32])=[O:27])=[O:7])([CH3:2])([CH3:3])[CH3:4], predict the reactants needed to synthesize it. The reactants are: [C:1]([O:5][C:6]([N:8]([C:26]([O:28][C:29]([CH3:32])([CH3:31])[CH3:30])=[O:27])[C@@H:9]([C:23](O)=[O:24])[CH2:10][CH2:11][C@@H:12]([C:15]1[CH:20]=[CH:19][CH:18]=[C:17]([F:21])[C:16]=1[F:22])[CH2:13][NH2:14])=[O:7])([CH3:4])([CH3:3])[CH3:2].Cl[CH2:34][C:35]([CH3:38])([OH:37])[CH3:36].C(N(C(C)C)CC)(C)C.C(Cl)CCl.C1C=NC2N(O)N=NC=2C=1.C([O-])(O)=O.[Na+].